From a dataset of Full USPTO retrosynthesis dataset with 1.9M reactions from patents (1976-2016). Predict the reactants needed to synthesize the given product. (1) The reactants are: [C:1]([Cl:6])(=O)[C:2](Cl)=O.[CH:7]1([CH2:13][C:14]([OH:16])=[O:15])[CH2:12][CH2:11][CH2:10][CH2:9][CH2:8]1.Br.[NH2:18][C:19]1[S:20][C:21]2[CH2:27][CH2:26][CH2:25][CH:24]([C:28]([O:30][CH2:31][CH3:32])=[O:29])[C:22]=2[N:23]=1.[ClH:33].[N:34]1[CH:39]=[CH:38][CH:37]=[CH:36][CH:35]=1. Given the product [Cl:6][C:1]1[CH:2]=[CH:35][CH:36]=[C:37]([Cl:33])[C:38]=1[CH2:39][N:34]1[CH2:26][CH2:25][CH:24]([CH2:22][NH:23][C:28]([CH:24]2[C:22]3[N:23]=[C:19]([NH:18][C:14](=[O:16])[CH2:13][CH:7]4[CH2:8][CH2:9][CH2:10][CH2:11][CH2:12]4)[S:20][C:21]=3[CH2:27][CH2:26][CH2:25]2)=[O:30])[CH2:28]1.[CH:7]1([CH2:13][C:14]([NH:18][C:19]2[S:20][C:21]3[CH2:27][CH2:26][CH2:25][CH:24]([C:28]([O:30][CH2:31][CH3:32])=[O:29])[C:22]=3[N:23]=2)=[O:15])[CH2:12][CH2:11][CH2:10][CH2:9][CH2:8]1, predict the reactants needed to synthesize it. (2) Given the product [N:1]1([C:6]2[CH:39]=[CH:38][C:9]([CH2:10][C:11]3[C:12]([O:41][CH3:40])=[N:13][C:14]4[C:19]([C:20]=3[Cl:21])=[CH:18][C:17]([C:22]([C:30]3[CH:35]=[CH:34][CH:33]=[C:32]([F:36])[CH:31]=3)([C:24]3[CH:25]=[N:26][CH:27]=[CH:28][CH:29]=3)[OH:23])=[CH:16][CH:15]=4)=[CH:8][CH:7]=2)[CH:5]=[CH:4][CH:3]=[N:2]1, predict the reactants needed to synthesize it. The reactants are: [N:1]1([C:6]2[CH:39]=[CH:38][C:9]([CH2:10][C:11]3[C:12](Cl)=[N:13][C:14]4[C:19]([C:20]=3[Cl:21])=[CH:18][C:17]([C:22]([C:30]3[CH:35]=[CH:34][CH:33]=[C:32]([F:36])[CH:31]=3)([C:24]3[CH:25]=[N:26][CH:27]=[CH:28][CH:29]=3)[OH:23])=[CH:16][CH:15]=4)=[CH:8][CH:7]=2)[CH:5]=[CH:4][CH:3]=[N:2]1.[CH3:40][O-:41].[Na+]. (3) Given the product [NH:7]1[C:8]2[C:9]([NH2:10])=[N:16][CH:15]=[N:1][C:4]=2[CH:5]=[N:6]1, predict the reactants needed to synthesize it. The reactants are: [N+:1]([C:4]1[CH:5]=[N:6][NH:7][C:8]=1[C:9]#[N:10])([O-])=O.C(O)(=O)C.[CH:15](N)=[NH:16]. (4) The reactants are: [OH:1][CH2:2][CH2:3][CH2:4][CH2:5][N:6]1[CH:10]=[C:9]([C:11]([NH:13][CH2:14][C:15]2[CH:20]=[CH:19][CH:18]=[C:17]([O:21][C:22]([F:25])([F:24])[F:23])[CH:16]=2)=[O:12])[N:8]=[N:7]1.[CH3:26][S:27](Cl)(=[O:29])=[O:28].O. Given the product [CH3:26][S:27]([O:1][CH2:2][CH2:3][CH2:4][CH2:5][N:6]1[CH:10]=[C:9]([C:11](=[O:12])[NH:13][CH2:14][C:15]2[CH:20]=[CH:19][CH:18]=[C:17]([O:21][C:22]([F:23])([F:24])[F:25])[CH:16]=2)[N:8]=[N:7]1)(=[O:29])=[O:28], predict the reactants needed to synthesize it. (5) The reactants are: CON(C)[C:4]([C:6]1[N:7]=[CH:8][N:9]([C:11]2[CH:16]=[CH:15][CH:14]=[C:13]([C:17]3[C:18]([F:23])=[N:19][CH:20]=[CH:21][CH:22]=3)[CH:12]=2)[CH:10]=1)=[O:5].Br[C:26]1[CH:31]=[CH:30][C:29]([F:32])=[CH:28][CH:27]=1. Given the product [F:32][C:29]1[CH:30]=[CH:31][C:26]([C:4]([C:6]2[N:7]=[CH:8][N:9]([C:11]3[CH:16]=[CH:15][CH:14]=[C:13]([C:17]4[C:18]([F:23])=[N:19][CH:20]=[CH:21][CH:22]=4)[CH:12]=3)[CH:10]=2)=[O:5])=[CH:27][CH:28]=1, predict the reactants needed to synthesize it. (6) The reactants are: [CH:1]([NH2:4])([CH3:3])[CH3:2].C[Al](C)C.C([O:11][C:12]([C:14]1[CH:19]=[CH:18][C:17]([O:20][CH2:21][C:22]2[C:23]([C:29]3[CH:34]=[CH:33][C:32]([F:35])=[CH:31][CH:30]=3)=[N:24][O:25][C:26]=2[CH2:27][OH:28])=[CH:16][N:15]=1)=O)C. Given the product [CH:1]([NH:4][C:12]([C:14]1[CH:19]=[CH:18][C:17]([O:20][CH2:21][C:22]2[C:23]([C:29]3[CH:30]=[CH:31][C:32]([F:35])=[CH:33][CH:34]=3)=[N:24][O:25][C:26]=2[CH2:27][OH:28])=[CH:16][N:15]=1)=[O:11])([CH3:3])[CH3:2], predict the reactants needed to synthesize it. (7) Given the product [CH:1]([N:4]([C:5]1[CH:45]=[CH:44][CH:43]=[C:7]([CH2:8][O:9][CH:10]2[CH:15]([C:16]3[CH:17]=[CH:18][C:19]([O:22][CH2:23][CH2:24][CH2:25][O:26][CH2:27][C:28]4[CH:33]=[CH:32][CH:31]=[CH:30][C:29]=4[O:34][CH3:35])=[CH:20][CH:21]=3)[CH2:14][CH2:13][NH:12][CH2:11]2)[CH:6]=1)[C:50](=[O:51])[CH2:49][CH2:48][O:47][CH3:46])([CH3:2])[CH3:3], predict the reactants needed to synthesize it. The reactants are: [CH:1]([NH:4][C:5]1[CH:6]=[C:7]([CH:43]=[CH:44][CH:45]=1)[CH2:8][O:9][CH:10]1[CH:15]([C:16]2[CH:21]=[CH:20][C:19]([O:22][CH2:23][CH2:24][CH2:25][O:26][CH2:27][C:28]3[CH:33]=[CH:32][CH:31]=[CH:30][C:29]=3[O:34][CH3:35])=[CH:18][CH:17]=2)[CH2:14][CH2:13][N:12](C(OC(C)(C)C)=O)[CH2:11]1)([CH3:3])[CH3:2].[CH3:46][O:47][CH2:48][CH2:49][C:50](Cl)=[O:51].